Dataset: B-cell epitopes from IEDB database with 3,159 antigens for binding position prediction. Task: Token-level Classification. Given an antigen amino acid sequence, predict which amino acid positions are active epitope sites capable of antibody binding. Output is a list of indices for active positions. Given the antigen sequence: MSKSITKTQTPSVHTMTTHRLNLAIKAALFGVAVLPLSVWAQENTQTDANSDAKDTKTPVVYLDAITVTAAPSAPVSRFDTDVTGLGKTVKTADTLAKEQVQGIRDLVRYETGVSVVEQGRGGSSGFAIHGVDKNRVGITVDGIAQIQSYKDESTKRAGAGSGAMNEIEIENIAAVAINKGGNALEAGSGALGGSVAFHTKDVSDVLKSGKNLGAQSKTTYNSKNDHFSQTLAAAGKTERVEAMVQYTYRKGKENKAHSDLNGINQSLYRLGAWQQKYDLRKPNELFAGTSYITESCLASDDPKSCVQYPYVYTKARPDGIGNRNFSELSDAEKAQYLASTHPHEVVSAKDYTGIYRLLPDPMDYRSDSYLARLNIKITPNLVSKLLLEDTKQTYNIRDMRHCSYHGARLGNDGKPANGGSIVLCDDYQEYLNANDASQALFRPGANDAPIPKLAYARSSVFNQEHGKTRYGLSFEFKPDTPWFKQAKLNLHQQNIQIIN..., which amino acid positions are active epitope sites? The epitope positions are: [372, 373, 374, 375, 376, 377, 378, 379, 380, 381, 382, 383, 384, 385, 386]. The amino acids at these positions are: RLNIKITPNLVSKLL.